Dataset: NCI-60 drug combinations with 297,098 pairs across 59 cell lines. Task: Regression. Given two drug SMILES strings and cell line genomic features, predict the synergy score measuring deviation from expected non-interaction effect. Drug 1: CCC1=CC2CC(C3=C(CN(C2)C1)C4=CC=CC=C4N3)(C5=C(C=C6C(=C5)C78CCN9C7C(C=CC9)(C(C(C8N6C)(C(=O)OC)O)OC(=O)C)CC)OC)C(=O)OC.C(C(C(=O)O)O)(C(=O)O)O. Drug 2: CC(C)CN1C=NC2=C1C3=CC=CC=C3N=C2N. Cell line: SNB-19. Synergy scores: CSS=6.35, Synergy_ZIP=0.766, Synergy_Bliss=-1.94, Synergy_Loewe=-21.1, Synergy_HSA=-3.57.